Dataset: Reaction yield outcomes from USPTO patents with 853,638 reactions. Task: Predict the reaction yield, written as a fraction of the theoretical maximum amount of product (1.0 means a 100% yield; for example, 0.34 means a 34% yield). (1) The reactants are [CH3:1][O:2][C:3]1[CH:8]=[CH:7][C:6]([C:9]2([C:12]([OH:14])=[O:13])[CH2:11][CH2:10]2)=[CH:5][CH:4]=1.O.[C:16]1(C)C=CC(S(O)(=O)=O)=CC=1. The catalyst is CO. The product is [CH3:16][O:13][C:12]([C:9]1([C:6]2[CH:5]=[CH:4][C:3]([O:2][CH3:1])=[CH:8][CH:7]=2)[CH2:10][CH2:11]1)=[O:14]. The yield is 0.990. (2) The reactants are [F:1][C:2]1[CH:3]=[CH:4][C:5]([O:25][CH3:26])=[C:6]([C@H:8]2[CH2:12][CH2:11][CH2:10][N:9]2[C:13]2[CH:18]=[CH:17][N:16]3[N:19]=[CH:20][C:21]([C:22](O)=[O:23])=[C:15]3[N:14]=2)[CH:7]=1.[NH2:27][C@H:28]1[CH2:33][CH2:32][C@H:31]([OH:34])[CH2:30][CH2:29]1. No catalyst specified. The product is [F:1][C:2]1[CH:3]=[CH:4][C:5]([O:25][CH3:26])=[C:6]([C@H:8]2[CH2:12][CH2:11][CH2:10][N:9]2[C:13]2[CH:18]=[CH:17][N:16]3[N:19]=[CH:20][C:21]([C:22]([NH:27][C@H:28]4[CH2:33][CH2:32][C@H:31]([OH:34])[CH2:30][CH2:29]4)=[O:23])=[C:15]3[N:14]=2)[CH:7]=1. The yield is 0.970. (3) The reactants are [O:1]1[C:5]([C:6]2[CH:11]=[CH:10][C:9]([NH:12][C:13]3[N:14]=[C:15]([N:23]([C:27]4[CH:32]=[CH:31][CH:30]=[CH:29][CH:28]=4)[CH2:24][CH2:25][OH:26])[C:16]4[CH2:22][NH:21][CH2:20][CH2:19][C:17]=4[N:18]=3)=[CH:8][CH:7]=2)=[CH:4][N:3]=[CH:2]1.Cl[C:34]([O:36][CH3:37])=[O:35]. The catalyst is CN(C=O)C. The product is [OH:26][CH2:25][CH2:24][N:23]([C:27]1[CH:28]=[CH:29][CH:30]=[CH:31][CH:32]=1)[C:15]1[C:16]2[CH2:22][N:21]([C:34]([O:36][CH3:37])=[O:35])[CH2:20][CH2:19][C:17]=2[N:18]=[C:13]([NH:12][C:9]2[CH:10]=[CH:11][C:6]([C:5]3[O:1][CH:2]=[N:3][CH:4]=3)=[CH:7][CH:8]=2)[N:14]=1. The yield is 0.308. (4) The reactants are Cl.[CH3:2][NH:3][O:4][CH3:5].CCN(C(C)C)C(C)C.[C:15]([N:22]1[CH2:30][CH2:29][CH:25]([C:26]([OH:28])=O)[CH2:24][CH2:23]1)([O:17][C:18]([CH3:21])([CH3:20])[CH3:19])=[O:16].ON1C2C=CC=CC=2N=N1.Cl.CN(C)CCCN=C=NCC.CNOC. The catalyst is ClCCl.CN(C=O)C. The product is [C:18]([O:17][C:15]([N:22]1[CH2:23][CH2:24][CH:25]([C:26](=[O:28])[N:3]([O:4][CH3:5])[CH3:2])[CH2:29][CH2:30]1)=[O:16])([CH3:19])([CH3:20])[CH3:21]. The yield is 0.790. (5) The yield is 0.730. The product is [F:1][C:2]1[CH:9]=[CH:8][C:7]([F:10])=[CH:6][C:3]=1/[CH:4]=[C:16](/[C:15]1[CH:19]=[CH:20][C:21]([O:22][CH3:23])=[C:13]([O:12][CH3:11])[CH:14]=1)\[C:17]#[N:18]. The reactants are [F:1][C:2]1[CH:9]=[CH:8][C:7]([F:10])=[CH:6][C:3]=1[CH:4]=O.[CH3:11][O:12][C:13]1[CH:14]=[C:15]([CH:19]=[CH:20][C:21]=1[O:22][CH3:23])[CH2:16][C:17]#[N:18]. No catalyst specified.